This data is from NCI-60 drug combinations with 297,098 pairs across 59 cell lines. The task is: Regression. Given two drug SMILES strings and cell line genomic features, predict the synergy score measuring deviation from expected non-interaction effect. Drug 1: CCC1=CC2CC(C3=C(CN(C2)C1)C4=CC=CC=C4N3)(C5=C(C=C6C(=C5)C78CCN9C7C(C=CC9)(C(C(C8N6C)(C(=O)OC)O)OC(=O)C)CC)OC)C(=O)OC.C(C(C(=O)O)O)(C(=O)O)O. Drug 2: CC(C1=C(C=CC(=C1Cl)F)Cl)OC2=C(N=CC(=C2)C3=CN(N=C3)C4CCNCC4)N. Cell line: U251. Synergy scores: CSS=41.1, Synergy_ZIP=-0.453, Synergy_Bliss=0.194, Synergy_Loewe=-19.8, Synergy_HSA=0.589.